The task is: Predict the reactants needed to synthesize the given product.. This data is from Full USPTO retrosynthesis dataset with 1.9M reactions from patents (1976-2016). (1) Given the product [F:36][C:33]1[CH:32]=[CH:31][C:30]([C:15]2([CH2:12][CH2:13][CH2:14][OH:40])[O:20][C:19](=[O:21])[N:18]([N:22]([CH3:29])[C:23]3[CH:28]=[CH:27][CH:26]=[CH:25][CH:24]=3)[CH2:17][CH2:16]2)=[CH:35][CH:34]=1, predict the reactants needed to synthesize it. The reactants are: C(BC(C(C)C)C)(C(C)C)C.[CH2:12]([C:15]1([C:30]2[CH:35]=[CH:34][C:33]([F:36])=[CH:32][CH:31]=2)[O:20][C:19](=[O:21])[N:18]([N:22]([CH3:29])[C:23]2[CH:28]=[CH:27][CH:26]=[CH:25][CH:24]=2)[CH2:17][CH2:16]1)[CH:13]=[CH2:14].C1C[O:40]CC1. (2) Given the product [F:1][C:2]([F:7])([F:6])[C:3]([OH:5])=[O:4].[F:8][C:9]1[CH:14]=[CH:13][C:12]([S:15]([C@@:18]2([C:30]3[CH:31]=[CH:32][C:33]([C:36]([F:45])([C:37]([F:38])([F:39])[F:40])[C:41]([F:44])([F:43])[F:42])=[CH:34][CH:35]=3)[CH2:22][CH2:21][NH:20][CH2:19]2)(=[O:16])=[O:17])=[CH:11][CH:10]=1, predict the reactants needed to synthesize it. The reactants are: [F:1][C:2]([F:7])([F:6])[C:3]([OH:5])=[O:4].[F:8][C:9]1[CH:14]=[CH:13][C:12]([S:15]([C@@:18]2([C:30]3[CH:35]=[CH:34][C:33]([C:36]([F:45])([C:41]([F:44])([F:43])[F:42])[C:37]([F:40])([F:39])[F:38])=[CH:32][CH:31]=3)[CH2:22][CH2:21][N:20](C(OC(C)(C)C)=O)[CH2:19]2)(=[O:17])=[O:16])=[CH:11][CH:10]=1.